From a dataset of Forward reaction prediction with 1.9M reactions from USPTO patents (1976-2016). Predict the product of the given reaction. (1) The product is: [CH3:2][C:3]1[CH:8]=[N:11][N:10]([CH2:12][C:13]([O:15][CH2:16][CH3:17])=[O:14])[C:5](=[O:6])[CH:4]=1. Given the reactants O[CH:2]1[O:6][C:5](=O)[CH:4]=[C:3]1[CH3:8].Cl.[NH:10]([CH2:12][C:13]([O:15][CH2:16][CH3:17])=[O:14])[NH2:11], predict the reaction product. (2) The product is: [CH3:1][N:2]1[C:6]2[CH2:7][NH:8][CH2:9][C:5]=2[CH:4]=[N:3]1. Given the reactants [CH3:1][N:2]1[C:6]2[CH2:7][N:8](C(C3C=CC=CC=3)(C3C=CC=CC=3)C3C=CC=CC=3)[CH2:9][C:5]=2[CH:4]=[N:3]1.Cl, predict the reaction product. (3) Given the reactants [C:1]([C:5]1[CH:6]=[C:7]([NH2:12])[C:8]([NH2:11])=[CH:9][CH:10]=1)([CH3:4])([CH3:3])[CH3:2].[C:13]1(=O)[O:18][CH2:17][CH2:16][CH2:15][CH2:14]1.C([O-])([O-])=O.[Na+].[Na+].CCOC(C)=O, predict the reaction product. The product is: [C:1]([C:5]1[CH:10]=[CH:9][C:8]2[NH:11][C:13]([CH2:14][CH2:15][CH2:16][CH2:17][OH:18])=[N:12][C:7]=2[CH:6]=1)([CH3:4])([CH3:2])[CH3:3]. (4) The product is: [Cl:1][C:2]1[CH:18]=[CH:17][C:5]([CH2:6][CH:7]2[C:11]3([O:14][CH2:13]3)[C:10]([CH3:16])([CH3:15])[CH2:9][CH2:8]2)=[CH:4][CH:3]=1. Given the reactants [Cl:1][C:2]1[CH:18]=[CH:17][C:5]([CH2:6][CH:7]2[C:11]([CH2:13][OH:14])(O)[C:10]([CH3:16])([CH3:15])[CH2:9][CH2:8]2)=[CH:4][CH:3]=1.CN(C)C1CCCCC1.CS(Cl)(=O)=O.[OH-].[Na+], predict the reaction product. (5) The product is: [Br:1][C:2]1[CH:7]=[N:6][C:5]([C:11]#[C:10][Si:12]([CH3:15])([CH3:14])[CH3:13])=[CH:4][N:3]=1. Given the reactants [Br:1][C:2]1[CH:7]=[N:6][C:5](I)=[CH:4][N:3]=1.[I-].[C:10]([Si:12]([CH3:15])([CH3:14])[CH3:13])#[CH:11], predict the reaction product. (6) Given the reactants C(=O)([O-])[O-:2].[K+].[K+].[C:7]([C:15]1[CH:24]=[CH:23][C:18]2[N:19]=[CH:20][S:21](=O)[C:17]=2[CH:16]=1)(=[O:14])[C:8]1[CH:13]=[CH:12][CH:11]=[CH:10][CH:9]=1.Cl[CH2:26][CH2:27][O:28][C:29]1[CH:34]=[CH:33][C:32]([CH2:35][CH:36]([O:41][CH2:42][CH3:43])[C:37]([O:39][CH3:40])=[O:38])=[CH:31][CH:30]=1, predict the reaction product. The product is: [C:7]([C:15]1[CH:24]=[CH:23][C:18]2[N:19]([CH2:26][CH2:27][O:28][C:29]3[CH:34]=[CH:33][C:32]([CH2:35][CH:36]([O:41][CH2:42][CH3:43])[C:37]([O:39][CH3:40])=[O:38])=[CH:31][CH:30]=3)[C:20](=[O:2])[S:21][C:17]=2[CH:16]=1)(=[O:14])[C:8]1[CH:13]=[CH:12][CH:11]=[CH:10][CH:9]=1.